Dataset: Full USPTO retrosynthesis dataset with 1.9M reactions from patents (1976-2016). Task: Predict the reactants needed to synthesize the given product. (1) Given the product [NH2:14][C:9]1[CH:10]=[CH:11][CH:12]=[C:13]2[C:8]=1[C:7](=[O:17])[C:6]1([NH:18][C:19](=[O:26])[C:20]3[CH:21]=[CH:22][CH:23]=[CH:24][CH:25]=3)[C:5]3[CH:27]=[CH:28][C:29]([CH:31]([CH3:32])[CH3:33])=[CH:30][C:4]=3[O:3][C:2]12[OH:1], predict the reactants needed to synthesize it. The reactants are: [OH:1][C:2]12[C:13]3[C:8](=[C:9]([N+:14]([O-])=O)[CH:10]=[CH:11][CH:12]=3)[C:7](=[O:17])[C:6]1([NH:18][C:19](=[O:26])[C:20]1[CH:25]=[CH:24][CH:23]=[CH:22][CH:21]=1)[C:5]1[CH:27]=[CH:28][C:29]([CH:31]([CH3:33])[CH3:32])=[CH:30][C:4]=1[O:3]2. (2) Given the product [Cl:11][C:9]1[C:8]([F:12])=[CH:7][C:3]([C:4]([OH:6])=[O:5])=[C:2]([NH:29][CH:26]2[CH2:27][CH2:28][O:23][CH2:24][CH2:25]2)[N:10]=1, predict the reactants needed to synthesize it. The reactants are: Cl[C:2]1[N:10]=[C:9]([Cl:11])[C:8]([F:12])=[CH:7][C:3]=1[C:4]([OH:6])=[O:5].C(N(C(C)C)CC)(C)C.Cl.[O:23]1[CH2:28][CH2:27][CH:26]([NH2:29])[CH2:25][CH2:24]1.ClCCl. (3) Given the product [C:31]([O:30][C@H:19]1[C@H:20]([O:26][C:27](=[O:29])[NH2:28])[C@H:21]([O:22][C:23](=[O:25])[CH3:24])[C@@H:16]([O:15][C@H:9]2[C@@H:10]([O:11][C:12](=[O:14])[CH3:13])[C@H:5]([O:4][C:1](=[O:3])[CH3:2])[C@H:6]([CH2:55][O:56][C:57](=[O:59])[CH3:58])[O:7][C@@H:8]2[O:38][CH2:61][CH2:62][O:63][CH2:64][CH2:65][NH:66][C:67]([O:68][CH2:69][C:70]2[CH:71]=[CH:72][CH:73]=[CH:74][CH:75]=2)=[O:76])[O:17][C@@H:18]1[CH2:98][O:97][C:94](=[O:96])[CH3:95])(=[O:33])[CH3:32], predict the reactants needed to synthesize it. The reactants are: [C:1]([O:4][CH:5]1[CH:10]([O:11][C:12](=[O:14])[CH3:13])[CH:9]([O:15][CH:16]2[CH:21]([O:22][C:23](=[O:25])[CH3:24])[CH:20]([O:26][C:27](=[O:29])[NH2:28])[CH:19]([O:30][C:31](=[O:33])[CH3:32])[CH:18](OC(=O)C)[O:17]2)[CH:8]([O:38]P(OC2C=CC=CC=2)(OC2C=CC=CC=2)=O)[O:7][CH:6]1[CH2:55][O:56][C:57](=[O:59])[CH3:58])(=[O:3])[CH3:2].O[CH2:61][CH2:62][O:63][CH2:64][CH2:65][NH:66][C:67](=[O:76])[O:68][CH2:69][C:70]1[CH:75]=[CH:74][CH:73]=[CH:72][CH:71]=1.[Si](OS(C(F)(F)F)(=O)=O)(C)(C)C.C([O-])(O)=O.[Na+].[C:94]([O:97][CH2:98]C)(=[O:96])[CH3:95].